Dataset: Reaction yield outcomes from USPTO patents with 853,638 reactions. Task: Predict the reaction yield, written as a fraction of the theoretical maximum amount of product (1.0 means a 100% yield; for example, 0.34 means a 34% yield). (1) The reactants are C[O:2][C:3]1[CH:8]=[CH:7][C:6]([CH2:9][CH:10]([CH2:16][C:17]2[CH:22]=[CH:21][CH:20]=[CH:19][CH:18]=2)[CH2:11][C:12]([O:14][CH3:15])=[O:13])=[CH:5][CH:4]=1.COC1C=CC(CC(CCC2C=CC=CC=2)CC(OC)=O)=CC=1. No catalyst specified. The product is [OH:2][C:3]1[CH:4]=[CH:5][C:6]([CH2:9][CH:10]([CH2:16][C:17]2[CH:18]=[CH:19][CH:20]=[CH:21][CH:22]=2)[CH2:11][C:12]([O:14][CH3:15])=[O:13])=[CH:7][CH:8]=1. The yield is 0.240. (2) The reactants are [CH:1]1([C:7]2[N:11]3[C:12]4[CH:18]=[CH:17][N:16](S(C5C=CC(C)=CC=5)(=O)=O)[C:13]=4[N:14]=[CH:15][C:10]3=[C:9]([CH2:29][CH2:30][C:31]([O:33]CC)=[O:32])[N:8]=2)[CH2:6][CH2:5][CH2:4][CH2:3][CH2:2]1.[OH-].[Na+].Cl. The catalyst is O1CCOCC1. The product is [CH:1]1([C:7]2[N:11]3[C:12]4[CH:18]=[CH:17][NH:16][C:13]=4[N:14]=[CH:15][C:10]3=[C:9]([CH2:29][CH2:30][C:31]([OH:33])=[O:32])[N:8]=2)[CH2:2][CH2:3][CH2:4][CH2:5][CH2:6]1. The yield is 0.260. (3) The reactants are [CH2:1]([C:8]1[S:9][C:10]2[CH:16]=[CH:15][C:14]([C:17]3[CH:18]=[C:19]([CH:27]4[CH2:32][CH2:31][NH:30][CH2:29][CH2:28]4)[N:20]4[C:25]=3[C:24]([NH2:26])=[N:23][CH:22]=[N:21]4)=[CH:13][C:11]=2[N:12]=1)[C:2]1[CH:7]=[CH:6][CH:5]=[CH:4][CH:3]=1.[CH2:33]([N:35]=[C:36]=[O:37])[CH3:34]. No catalyst specified. The product is [NH2:26][C:24]1[C:25]2=[C:17]([C:14]3[CH:15]=[CH:16][C:10]4[S:9][C:8]([CH2:1][C:2]5[CH:3]=[CH:4][CH:5]=[CH:6][CH:7]=5)=[N:12][C:11]=4[CH:13]=3)[CH:18]=[C:19]([CH:27]3[CH2:32][CH2:31][N:30]([C:36]([NH:35][CH2:33][CH3:34])=[O:37])[CH2:29][CH2:28]3)[N:20]2[N:21]=[CH:22][N:23]=1. The yield is 0.120. (4) The reactants are C(=O)([O-])[O-].[K+].[K+].[C:7]([C:9]1[CH:18]=[CH:17][C:12]([C:13]([O:15][CH3:16])=[O:14])=[C:11]([NH:19]C(=O)C(F)(F)F)[CH:10]=1)#[N:8]. The catalyst is CO. The product is [NH2:19][C:11]1[CH:10]=[C:9]([C:7]#[N:8])[CH:18]=[CH:17][C:12]=1[C:13]([O:15][CH3:16])=[O:14]. The yield is 0.760. (5) The reactants are Cl[CH2:2][C:3]1[CH:8]=[CH:7][C:6]([CH2:9][OH:10])=[CH:5][CH:4]=1.[CH3:11][C:12]1[CH:13]=[N:14][NH:15][CH:16]=1.C(=O)([O-])[O-].[K+].[K+]. The catalyst is CC#N. The product is [CH3:11][C:12]1[CH:13]=[N:14][N:15]([CH2:2][C:3]2[CH:8]=[CH:7][C:6]([CH2:9][OH:10])=[CH:5][CH:4]=2)[CH:16]=1. The yield is 0.231. (6) The reactants are [CH3:1][C:2]1([CH3:20])[O:7][CH2:6][CH:5]([CH2:8][O:9][C:10]2[C:15]([CH3:16])=[CH:14][N+:13]([O-])=[C:12]([CH3:18])[C:11]=2[CH3:19])[CH2:4][O:3]1.C(OC(=O)C)(=[O:23])C.[OH-].[Na+]. The catalyst is CO. The product is [CH3:1][C:2]1([CH3:20])[O:7][CH2:6][CH:5]([CH2:8][O:9][C:10]2[C:15]([CH3:16])=[CH:14][N:13]=[C:12]([CH2:18][OH:23])[C:11]=2[CH3:19])[CH2:4][O:3]1. The yield is 0.596. (7) The reactants are [F:1][C:2]([F:7])([F:6])[C:3]([OH:5])=[O:4].[C:8]([C:11]1[CH:16]=[CH:15][C:14]([NH:17][CH:18]([C:22]2[CH:27]=[CH:26][C:25]([O:28][CH2:29][CH2:30][N:31]([CH3:33])[CH3:32])=[C:24]([O:34][CH2:35][CH3:36])[CH:23]=2)[C:19](O)=[O:20])=[CH:13][CH:12]=1)(=[NH:10])[NH2:9].O.ON1C2C=CC=CC=2N=N1.Cl.C(N=C=NCCCN(C)C)C.Cl.[CH3:61][O:62][C:63]1[CH:68]=[CH:67][CH:66]=[CH:65][C:64]=1[NH:69][NH2:70].C(N(CC)CC)C. The catalyst is CN(C)C=O. The product is [F:1][C:2]([F:7])([F:6])[C:3]([OH:5])=[O:4].[CH3:33][N:31]([CH3:32])[CH2:30][CH2:29][O:28][C:25]1[CH:26]=[CH:27][C:22]([CH:18]([NH:17][C:14]2[CH:13]=[CH:12][C:11]([C:8]([NH2:9])=[NH:10])=[CH:16][CH:15]=2)[C:19]([NH:70][NH:69][C:64]2[CH:65]=[CH:66][CH:67]=[CH:68][C:63]=2[O:62][CH3:61])=[O:20])=[CH:23][C:24]=1[O:34][CH2:35][CH3:36]. The yield is 0.500. (8) The reactants are [F:1][C:2]1[CH:3]=[C:4]([NH2:9])[CH:5]=[CH:6][C:7]=1[CH3:8].[S:10](C#N)[C:11]#[N:12].[K].BrBr.[OH-].[NH4+]. The catalyst is C(O)(=O)C. The product is [F:1][C:2]1[C:7]([CH3:8])=[CH:6][C:5]2[S:10][C:11]([NH2:12])=[N:9][C:4]=2[CH:3]=1. The yield is 0.980. (9) The reactants are C[O:2][C:3]1[CH:4]=[CH:5][C:6]2[C:7]3[C:8]([C:22]4[CH:27]=[CH:26][CH:25]=[C:24]([O:28]CC5C=CC=CC=5)[CH:23]=4)=[C:9]4[CH:19]=[CH:18][C:17]([O:20]C)=[CH:16][C:10]4=[CH:11][C:12]=3[CH2:13][C:14]=2[CH:15]=1.C(OC1C=C([Li])C=CC=1)C1C=CC=CC=1. No catalyst specified. The product is [OH:2][C:3]1[CH:4]=[CH:5][C:6]2[C:7]3[C:8]([C:22]4[CH:27]=[CH:26][CH:25]=[C:24]([OH:28])[CH:23]=4)=[C:9]4[CH:19]=[CH:18][C:17]([OH:20])=[CH:16][C:10]4=[CH:11][C:12]=3[CH2:13][C:14]=2[CH:15]=1. The yield is 0.140. (10) The reactants are [CH3:1][C@@H:2]1[CH2:6][CH2:5][CH2:4][N:3]1[CH2:7][C@@H:8]1[CH2:12][CH2:11][CH2:10][N:9]1[C:13]([C:15]1[CH:20]=[CH:19][C:18](B2OC(C)(C)C(C)(C)O2)=[CH:17][CH:16]=1)=[O:14].Br[C:31]1[S:32][C:33]([C:36]([N:38]2[CH2:42][CH2:41][CH2:40][CH2:39]2)=[O:37])=[CH:34][N:35]=1. No catalyst specified. The product is [CH3:1][C@@H:2]1[CH2:6][CH2:5][CH2:4][N:3]1[CH2:7][C@@H:8]1[CH2:12][CH2:11][CH2:10][N:9]1[C:13]([C:15]1[CH:20]=[CH:19][C:18]([C:31]2[S:32][C:33]([C:36]([N:38]3[CH2:42][CH2:41][CH2:40][CH2:39]3)=[O:37])=[CH:34][N:35]=2)=[CH:17][CH:16]=1)=[O:14]. The yield is 0.140.